This data is from Forward reaction prediction with 1.9M reactions from USPTO patents (1976-2016). The task is: Predict the product of the given reaction. Given the reactants [NH2:1][C:2]1[CH:7]=[CH:6][C:5]([S:8][CH:9]2[CH2:13][CH2:12][O:11][C:10]2=[O:14])=[CH:4][CH:3]=1.C(N(CC)CC)C.[CH3:22][C:23]1[CH:31]=[CH:30][C:26]([C:27](Cl)=[O:28])=[CH:25][CH:24]=1, predict the reaction product. The product is: [CH3:22][C:23]1[CH:31]=[CH:30][C:26]([C:27]([NH:1][C:2]2[CH:3]=[CH:4][C:5]([S:8][CH:9]3[CH2:13][CH2:12][O:11][C:10]3=[O:14])=[CH:6][CH:7]=2)=[O:28])=[CH:25][CH:24]=1.